This data is from NCI-60 drug combinations with 297,098 pairs across 59 cell lines. The task is: Regression. Given two drug SMILES strings and cell line genomic features, predict the synergy score measuring deviation from expected non-interaction effect. (1) Drug 1: C1C(C(OC1N2C=C(C(=O)NC2=O)F)CO)O. Drug 2: N.N.Cl[Pt+2]Cl. Cell line: OVCAR-8. Synergy scores: CSS=32.6, Synergy_ZIP=-12.9, Synergy_Bliss=-6.03, Synergy_Loewe=-22.6, Synergy_HSA=-1.85. (2) Drug 1: CS(=O)(=O)C1=CC(=C(C=C1)C(=O)NC2=CC(=C(C=C2)Cl)C3=CC=CC=N3)Cl. Drug 2: C1=CC=C(C=C1)NC(=O)CCCCCCC(=O)NO. Cell line: OVCAR3. Synergy scores: CSS=-0.482, Synergy_ZIP=-4.76, Synergy_Bliss=-6.83, Synergy_Loewe=-12.4, Synergy_HSA=-8.22. (3) Drug 1: CN1C(=O)N2C=NC(=C2N=N1)C(=O)N. Drug 2: CC1CCCC2(C(O2)CC(NC(=O)CC(C(C(=O)C(C1O)C)(C)C)O)C(=CC3=CSC(=N3)C)C)C. Cell line: NCI-H226. Synergy scores: CSS=31.6, Synergy_ZIP=3.59, Synergy_Bliss=2.32, Synergy_Loewe=-32.0, Synergy_HSA=0.0656. (4) Drug 1: C1=CC(=CC=C1CCC2=CNC3=C2C(=O)NC(=N3)N)C(=O)NC(CCC(=O)O)C(=O)O. Drug 2: N.N.Cl[Pt+2]Cl. Cell line: NCI-H226. Synergy scores: CSS=1.15, Synergy_ZIP=-1.90, Synergy_Bliss=-1.87, Synergy_Loewe=-6.36, Synergy_HSA=-3.52. (5) Synergy scores: CSS=6.97, Synergy_ZIP=-2.89, Synergy_Bliss=-1.19, Synergy_Loewe=-5.10, Synergy_HSA=-1.24. Cell line: M14. Drug 2: C(CCl)NC(=O)N(CCCl)N=O. Drug 1: COC1=C(C=C2C(=C1)N=CN=C2NC3=CC(=C(C=C3)F)Cl)OCCCN4CCOCC4. (6) Drug 1: CC=C1C(=O)NC(C(=O)OC2CC(=O)NC(C(=O)NC(CSSCCC=C2)C(=O)N1)C(C)C)C(C)C. Drug 2: C1=CC=C(C(=C1)C(C2=CC=C(C=C2)Cl)C(Cl)Cl)Cl. Cell line: NCI-H460. Synergy scores: CSS=36.2, Synergy_ZIP=-0.742, Synergy_Bliss=-0.712, Synergy_Loewe=-44.9, Synergy_HSA=-1.22. (7) Drug 1: CC1CCC2CC(C(=CC=CC=CC(CC(C(=O)C(C(C(=CC(C(=O)CC(OC(=O)C3CCCCN3C(=O)C(=O)C1(O2)O)C(C)CC4CCC(C(C4)OC)O)C)C)O)OC)C)C)C)OC. Drug 2: C1CC(=O)NC(=O)C1N2C(=O)C3=CC=CC=C3C2=O. Cell line: NCI/ADR-RES. Synergy scores: CSS=14.9, Synergy_ZIP=0.387, Synergy_Bliss=-0.0355, Synergy_Loewe=-76.9, Synergy_HSA=-2.49. (8) Drug 1: C1=CC(=CC=C1CC(C(=O)O)N)N(CCCl)CCCl.Cl. Drug 2: C1C(C(OC1N2C=NC(=NC2=O)N)CO)O. Cell line: NCI-H522. Synergy scores: CSS=15.8, Synergy_ZIP=-5.57, Synergy_Bliss=-2.20, Synergy_Loewe=-4.48, Synergy_HSA=1.01.